Dataset: Skin sensitization/reaction prediction data. Task: Regression/Classification. Given a drug SMILES string, predict its toxicity properties. Task type varies by dataset: regression for continuous values (e.g., LD50, hERG inhibition percentage) or binary classification for toxic/non-toxic outcomes (e.g., AMES mutagenicity, cardiotoxicity, hepatotoxicity). Dataset: skin_reaction. (1) The drug is CCCCC(C=O)=Cc1ccccc1. The result is 1 (causes skin reaction). (2) The molecule is CCCOC(=O)c1cc(O)c(O)c(O)c1. The result is 1 (causes skin reaction). (3) The drug is CCOc1cc(Oc2ccc(C(F)(F)F)cc2Cl)ccc1[N+](=O)[O-]. The result is 0 (no skin reaction).